Dataset: Reaction yield outcomes from USPTO patents with 853,638 reactions. Task: Predict the reaction yield, written as a fraction of the theoretical maximum amount of product (1.0 means a 100% yield; for example, 0.34 means a 34% yield). The reactants are CC([Si](C)(C)[O:6][CH:7]1[CH2:31][CH2:30][C:10]2([CH2:14][N:13]([C:15]([O:17][CH2:18][C:19]3[CH:24]=[CH:23][CH:22]=[CH:21][CH:20]=3)=[O:16])[CH:12]([C:25]([O:27][CH2:28][CH3:29])=[O:26])[CH2:11]2)[CH2:9][CH2:8]1)(C)C.C(O)(=O)C.CCCC[N+](CCCC)(CCCC)CCCC.[F-].C1C=CN=CC=1.F.C([O-])(O)=O.[Na+].C(=O)([O-])[O-].[K+].[K+]. The catalyst is C1COCC1. The product is [OH:6][CH:7]1[CH2:8][CH2:9][C:10]2([CH2:14][N:13]([C:15]([O:17][CH2:18][C:19]3[CH:24]=[CH:23][CH:22]=[CH:21][CH:20]=3)=[O:16])[CH:12]([C:25]([O:27][CH2:28][CH3:29])=[O:26])[CH2:11]2)[CH2:30][CH2:31]1. The yield is 1.00.